From a dataset of Reaction yield outcomes from USPTO patents with 853,638 reactions. Predict the reaction yield, written as a fraction of the theoretical maximum amount of product (1.0 means a 100% yield; for example, 0.34 means a 34% yield). (1) The catalyst is CCO. The yield is 0.981. The product is [CH2:11]([O:14][C:15]1[C:16]([CH3:24])=[CH:17][C:18]([C:19](=[NH:20])[NH:2][OH:3])=[CH:21][C:22]=1[CH3:23])[CH:12]=[CH2:13]. The reactants are Cl.[NH2:2][OH:3].C(N(CC)CC)C.[CH2:11]([O:14][C:15]1[C:22]([CH3:23])=[CH:21][C:18]([C:19]#[N:20])=[CH:17][C:16]=1[CH3:24])[CH:12]=[CH2:13]. (2) The reactants are [CH2:1]([C@@H:5]1[N:10]([CH2:11][C:12]2[CH:16]=[C:15]([C:17]3C=C[CH:20]=[CH:19][CH:18]=3)[O:14][N:13]=2)[CH2:9][C@H:8]([CH2:23][CH:24]([CH3:26])[CH3:25])[NH:7][C:6]1=[O:27])[CH:2]([CH3:4])[CH3:3].C([C@@H]1NC[C@H](CC(C)C)NC1=O)C(C)C.[S:43]1C=CC=C1C1ON=C(C=O)C=1. No catalyst specified. The product is [CH2:1]([C@@H:5]1[N:10]([CH2:11][C:12]2[CH:16]=[C:15]([C:17]3[S:43][CH:20]=[CH:19][CH:18]=3)[O:14][N:13]=2)[CH2:9][C@H:8]([CH2:23][CH:24]([CH3:26])[CH3:25])[NH:7][C:6]1=[O:27])[CH:2]([CH3:4])[CH3:3]. The yield is 0.215. (3) The reactants are O[CH:2]=[C:3]1[C:11]2[C:6](=[CH:7][C:8]([C:12]([C:14]3[CH:19]=[CH:18][C:17]([NH:20][C:21]([C:23]4[S:24][C:25]([C:28](=[O:30])[CH3:29])=[CH:26][CH:27]=4)=[O:22])=[CH:16][CH:15]=3)=[O:13])=[CH:9][CH:10]=2)[NH:5][C:4]1=[O:31].[NH2:32][C:33]1[CH:38]=[CH:37][C:36]([N:39]2[CH2:44][CH2:43][O:42][CH2:41][CH2:40]2)=[CH:35][CH:34]=1. The catalyst is C1COCC1. The product is [N:39]1([C:36]2[CH:35]=[CH:34][C:33]([NH:32][CH:2]=[C:3]3[C:11]4[C:6](=[CH:7][C:8]([C:12]([C:14]5[CH:19]=[CH:18][C:17]([NH:20][C:21]([C:23]6[S:24][C:25]([C:28](=[O:30])[CH3:29])=[CH:26][CH:27]=6)=[O:22])=[CH:16][CH:15]=5)=[O:13])=[CH:9][CH:10]=4)[NH:5][C:4]3=[O:31])=[CH:38][CH:37]=2)[CH2:40][CH2:41][O:42][CH2:43][CH2:44]1. The yield is 0.640.